From a dataset of Reaction yield outcomes from USPTO patents with 853,638 reactions. Predict the reaction yield, written as a fraction of the theoretical maximum amount of product (1.0 means a 100% yield; for example, 0.34 means a 34% yield). (1) The reactants are Cl.[NH2:2][C:3]1[N:8]=[CH:7][C:6]([C:9]([O:11][CH3:12])=[O:10])=[CH:5][C:4]=1[O:13][C@@H:14]1[C:18]([F:20])([F:19])[CH2:17][NH:16][CH2:15]1.[F:21][C:22]([F:35])([F:34])[O:23][C:24]1[CH:29]=[CH:28][C:27]([CH2:30][C:31](O)=[O:32])=[CH:26][CH:25]=1.C(N(CC)CC)C.CN(C(ON1N=NC2C=CC=NC1=2)=[N+](C)C)C.F[P-](F)(F)(F)(F)F. The catalyst is CN(C=O)C.O. The product is [NH2:2][C:3]1[N:8]=[CH:7][C:6]([C:9]([O:11][CH3:12])=[O:10])=[CH:5][C:4]=1[O:13][C@@H:14]1[C:18]([F:20])([F:19])[CH2:17][N:16]([C:31](=[O:32])[CH2:30][C:27]2[CH:28]=[CH:29][C:24]([O:23][C:22]([F:34])([F:21])[F:35])=[CH:25][CH:26]=2)[CH2:15]1. The yield is 0.980. (2) The reactants are Br[C:2]1[C:3]2[C:4]3[N:14]=[CH:13][CH:12]=[N:11][C:5]=3[NH:6][C:7]=2[CH:8]=[CH:9][CH:10]=1.[CH2:15]([S:17]([C:20]1[CH:21]=[C:22](B(O)O)[CH:23]=[CH:24][CH:25]=1)(=[O:19])=[O:18])[CH3:16].C(=O)([O-])[O-].[K+].[K+].O. The catalyst is O1CCOCC1.C1C=CC([P]([Pd]([P](C2C=CC=CC=2)(C2C=CC=CC=2)C2C=CC=CC=2)([P](C2C=CC=CC=2)(C2C=CC=CC=2)C2C=CC=CC=2)[P](C2C=CC=CC=2)(C2C=CC=CC=2)C2C=CC=CC=2)(C2C=CC=CC=2)C2C=CC=CC=2)=CC=1. The product is [CH2:15]([S:17]([C:20]1[CH:25]=[C:24]([C:2]2[C:3]3[C:4]4[N:14]=[CH:13][CH:12]=[N:11][C:5]=4[NH:6][C:7]=3[CH:8]=[CH:9][CH:10]=2)[CH:23]=[CH:22][CH:21]=1)(=[O:18])=[O:19])[CH3:16]. The yield is 0.680. (3) The reactants are N([C:8]1[N:17]([C:18]2[CH:23]=[CH:22][CH:21]=[CH:20][CH:19]=2)[C:16]2[N:15]=[C:14]([C:24]([OH:26])=O)[CH:13]=[C:12]([CH3:27])[C:11]=2[C:10](=[O:28])[CH:9]=1)C1C=CC=CC=1.Cl.[CH3:30][NH:31][O:32][CH3:33].[CH:34]1[CH:35]=[CH:36][C:37]2N(O)N=[N:40][C:38]=2[CH:39]=1.CCN=C=NCCCN(C)C. The catalyst is C(Cl)Cl. The product is [NH:17]([C:8]1[N:40]([C:38]2[CH:39]=[CH:34][CH:35]=[CH:36][CH:37]=2)[C:16]2[N:15]=[C:14]([C:24]([N:31]([O:32][CH3:33])[CH3:30])=[O:26])[CH:13]=[C:12]([CH3:27])[C:11]=2[C:10](=[O:28])[CH:9]=1)[C:18]1[CH:19]=[CH:20][CH:21]=[CH:22][CH:23]=1. The yield is 0.590. (4) The reactants are [OH:1][C:2]1[CH:7]=[CH:6][C:5]([C:8](=[O:16])[CH2:9][C:10](=[O:15])[CH2:11][CH2:12][CH2:13][CH3:14])=[CH:4][CH:3]=1.[N+:17]([C:20]1[CH:25]=[CH:24][C:23](ON)=[CH:22][CH:21]=1)([O-:19])=[O:18].O. The catalyst is C(O)(=O)C. The product is [CH2:11]([C:10]1[O:15][C:23]2[CH:24]=[CH:25][C:20]([N+:17]([O-:19])=[O:18])=[CH:21][C:22]=2[C:9]=1[C:8](=[O:16])[C:5]1[CH:4]=[CH:3][C:2]([OH:1])=[CH:7][CH:6]=1)[CH2:12][CH2:13][CH3:14]. The yield is 0.690. (5) The reactants are N[C:2]([C:4]1[CH:9]=[CH:8][C:7](B(O)O)=[CH:6][C:5]=1Cl)=[O:3].I[C:15]1[C:23]2[C:18](=[N:19][CH:20]=[N:21][C:22]=2[NH2:24])[N:17]([CH:25]([CH3:27])[CH3:26])[N:16]=1.C([O-])([O-])=O.[Na+].[Na+]. The catalyst is CCO.COCCOC.C1C=CC([P]([Pd]([P](C2C=CC=CC=2)(C2C=CC=CC=2)C2C=CC=CC=2)([P](C2C=CC=CC=2)(C2C=CC=CC=2)C2C=CC=CC=2)[P](C2C=CC=CC=2)(C2C=CC=CC=2)C2C=CC=CC=2)(C2C=CC=CC=2)C2C=CC=CC=2)=CC=1. The product is [NH2:24][C:22]1[N:21]=[CH:20][N:19]=[C:18]2[N:17]([CH:25]([CH3:27])[CH3:26])[N:16]=[C:15]([C:6]3[CH:5]=[C:4]([CH2:2][OH:3])[CH:9]=[CH:8][CH:7]=3)[C:23]=12. The yield is 0.420. (6) The reactants are [C:1]1([C:7]2[C:15]3[C:10](=[CH:11][CH:12]=[CH:13][CH:14]=3)[NH:9][C:8]=2[C:16]([NH:18][NH2:19])=[O:17])[CH:6]=[CH:5][CH:4]=[CH:3][CH:2]=1.[CH:20](=O)[C:21]1[CH:26]=[CH:25][C:24]([O:27][CH3:28])=[CH:23][CH:22]=1. The catalyst is C(O)C. The product is [CH3:28][O:27][C:24]1[CH:25]=[CH:26][C:21]([CH:20]=[N:19][NH:18][C:16]([C:8]2[NH:9][C:10]3[C:15]([C:7]=2[C:1]2[CH:2]=[CH:3][CH:4]=[CH:5][CH:6]=2)=[CH:14][CH:13]=[CH:12][CH:11]=3)=[O:17])=[CH:22][CH:23]=1. The yield is 0.800. (7) The reactants are [CH3:1][C:2]1[CH:11]=[C:10]([N:12]2[CH2:16][CH2:15][CH2:14][CH2:13]2)[C:9]2[C:4](=[CH:5][C:6]([C:17]([NH2:19])=[O:18])=[CH:7][CH:8]=2)[N:3]=1.I[C:21]1[CH:28]=[CH:27][C:24]([C:25]#[N:26])=[CH:23][CH:22]=1.CC1(C)C2C(=C(P(C3C=CC=CC=3)C3C=CC=CC=3)C=CC=2)OC2C(P(C3C=CC=CC=3)C3C=CC=CC=3)=CC=CC1=2.C(=O)([O-])[O-].[Cs+].[Cs+]. The catalyst is O1CCOCC1.C([O-])(=O)C.[Pd+2].C([O-])(=O)C. The product is [C:25]([C:24]1[CH:27]=[CH:28][C:21]([NH:19][C:17]([C:6]2[CH:5]=[C:4]3[C:9]([C:10]([N:12]4[CH2:13][CH2:14][CH2:15][CH2:16]4)=[CH:11][C:2]([CH3:1])=[N:3]3)=[CH:8][CH:7]=2)=[O:18])=[CH:22][CH:23]=1)#[N:26]. The yield is 0.260. (8) The reactants are C[O:2][C:3](=[O:26])[C:4]1[CH:9]=[CH:8][C:7]([NH:10][C:11]([NH:13][C:14]2[CH:19]=[N:18][C:17]([CH3:20])=[CH:16][N:15]=2)=[O:12])=[C:6]([O:21][C:22]([F:25])([F:24])[F:23])[CH:5]=1.CO.O.[OH-].[Li+]. The catalyst is O. The product is [CH3:20][C:17]1[N:18]=[CH:19][C:14]([NH:13][C:11](=[O:12])[NH:10][C:7]2[CH:8]=[CH:9][C:4]([C:3]([OH:26])=[O:2])=[CH:5][C:6]=2[O:21][C:22]([F:25])([F:23])[F:24])=[N:15][CH:16]=1. The yield is 0.780.